From a dataset of Experimentally validated miRNA-target interactions with 360,000+ pairs, plus equal number of negative samples. Binary Classification. Given a miRNA mature sequence and a target amino acid sequence, predict their likelihood of interaction. (1) The miRNA is mmu-miR-466o-3p with sequence UACAUACAUGCACACAUAAGAC. The protein sequence of the target gene is MSVRYTLNLRVFWPLVTGLCTALVCLYHALRSSEDARAESPDGADSGFPLLKVAILLLLGYILLRCRHAIRQRLLPGSSRPRGHANFSARSLQEPGLSILLESYYEHEVRLSPHVLGHSKAHVSRIVGELVQAGRARGSPGLITGGALALAFRGDFIQVGSAYEQHKIRRPDSFDVLVPLRLPPQVALEPRSLGTEPSLTPAFRSCFVCALKAPPSPSGASTGQWHRDCKPFAEGFCVDVQGRRHLSATLVLRWFQAHLQRSLATVRYSLEGRCRVSLTPGSLEQPPTLHILPCRTDYGC.... Result: 1 (interaction). (2) The miRNA is hsa-miR-4768-3p with sequence CCAGGAGAUCCAGAGAGAAU. The protein sequence of the target gene is MSNKTGGKRPATTNSDIPNHNMVSEVPPERPSVRATRTARKAVAFGKRSHSMKRNPNAPVTKAGWLFKQASSGVKQWNKRWFVLVDRCLFYYKDEKEESILGSIPLLSFRVAAVQPSDNISRKHTFKAEHAGVRTYFFSAESPEEQEAWIQAMGEAARVQIPPAQKSVPQAVRHSHEKPDSENVPPSKHHQQPPHNSLPKPEPEAKTRGEGDGRGCEKAERRPERPEVKKEPPVKANGLPAGPEPASEPGSPYPEGPRVPGGGEQPAQPNGWQYHSPSRPGSTAFPSQDGETGGHRRSFP.... Result: 1 (interaction). (3) The protein sequence of the target gene is MASVRIREAKEGDCGDILRLIRELAEFEKLSDQVKISEEALRADGFGDNPFYHCLVAEILPAPGKLLGPCVVGYGIYYFIYSTWKGRTIYLEDIYVMPEYRGQGIGSKIIKKVAEVALDKGCSQFRLAVLDWNQRAMDLYKALGAQDLTEAEGWHFFCFQGEATRKLAGK. Result: 0 (no interaction). The miRNA is mmu-miR-1193-3p with sequence UAGGUCACCCGUUUUACUAUC. (4) The miRNA is hsa-miR-374b-5p with sequence AUAUAAUACAACCUGCUAAGUG. The protein sequence of the target gene is MAALYACTKCHQRFPFEALSQGQQLCKECRIAHPVVKCTYCRTEYQQESKTNTICKKCAQNVQLYGTPKPCQYCNIIAAFIGNKCQRCTNSEKKYGPPYSCEQCKQQCAFDRKDDRKKVDGKLLCWLCTLSYKRVLQKTKEQRKHLSSSSRAGHQEKEQYSRLSGGGHYNSQKTLSTSSIQNEIPKKKSKFESITTNGDSFSPDLALDSPGTDHFVIIAQLKEEVATLKKMLHQKDQMILEKEKKITELKADFQYQESQMRAKMNQMEKTHKEVTEQLQAKNRELLKQAAALSKSKKSEK.... Result: 1 (interaction).